This data is from Forward reaction prediction with 1.9M reactions from USPTO patents (1976-2016). The task is: Predict the product of the given reaction. (1) Given the reactants [CH3:1][O:2][C:3]1[CH:8]=[CH:7][CH:6]=[CH:5][C:4]=1[C:9]1[N:10]=[C:11]2[C:17]([C:18]3[CH:23]=[CH:22][CH:21]=[CH:20][C:19]=3[O:24][CH3:25])=[CH:16][N:15](S(C3C=CC(C)=CC=3)(=O)=O)[C:12]2=[N:13][CH:14]=1.[OH-].[Na+], predict the reaction product. The product is: [CH3:1][O:2][C:3]1[CH:8]=[CH:7][CH:6]=[CH:5][C:4]=1[C:9]1[N:10]=[C:11]2[C:17]([C:18]3[CH:23]=[CH:22][CH:21]=[CH:20][C:19]=3[O:24][CH3:25])=[CH:16][NH:15][C:12]2=[N:13][CH:14]=1. (2) Given the reactants [CH3:1][C:2]1[CH:7]=[C:6]([CH3:8])[N:5]2[N:9]=[C:10]([CH:12]=O)[N:11]=[C:4]2[N:3]=1.[CH:14]1([C:19]2([CH2:27][CH2:28][C:29]3[CH:34]=[C:33]([CH2:35][CH3:36])[CH:32]=[CH:31][C:30]=3[OH:37])[O:24][C:23](=[O:25])[CH2:22][C:21](=[O:26])[CH2:20]2)[CH2:18][CH2:17][CH2:16][CH2:15]1, predict the reaction product. The product is: [CH:14]1([C:19]2([CH2:27][CH2:28][C:29]3[CH:34]=[C:33]([CH2:35][CH3:36])[CH:32]=[CH:31][C:30]=3[OH:37])[O:24][C:23](=[O:25])[C:22]([CH2:12][C:10]3[N:11]=[C:4]4[N:3]=[C:2]([CH3:1])[CH:7]=[C:6]([CH3:8])[N:5]4[N:9]=3)=[C:21]([OH:26])[CH2:20]2)[CH2:18][CH2:17][CH2:16][CH2:15]1. (3) Given the reactants [CH3:1][O:2][C:3]([C:5]1[CH:6]=[C:7]([C:22]2[CH:27]=[CH:26][C:25]([CH3:28])=[CH:24][CH:23]=2)[CH:8]=[C:9]([NH:11][C:12](=[O:21])[CH2:13][C:14]2[CH:19]=[CH:18][CH:17]=[CH:16][C:15]=2Br)[CH:10]=1)=[O:4].CC1(C)C2C(=C(P(C3C=CC=CC=3)C3C=CC=CC=3)C=CC=2)OC2C(P(C3C=CC=CC=3)C3C=CC=CC=3)=CC=CC1=2, predict the reaction product. The product is: [CH3:1][O:2][C:3]([C:5]1[CH:6]=[C:7]([C:22]2[CH:27]=[CH:26][C:25]([CH3:28])=[CH:24][CH:23]=2)[CH:8]=[C:9]([N:11]2[C:19]3[C:14](=[CH:15][CH:16]=[CH:17][CH:18]=3)[CH2:13][C:12]2=[O:21])[CH:10]=1)=[O:4]. (4) Given the reactants [CH3:1][O:2][C:3]1[CH:4]=[C:5]([C:13]([C:15]#[C:16][CH2:17][NH:18][C:19]([O:21][C:22]([CH3:25])([CH3:24])[CH3:23])=[O:20])=O)[CH:6]=[C:7]([O:11][CH3:12])[C:8]=1[O:9][CH3:10].[BrH:26].C([O-])(O)=O.[Na+].C(OCC)(=O)C, predict the reaction product. The product is: [Br:26][C:16]1[CH:15]=[C:13]([C:5]2[CH:4]=[C:3]([O:2][CH3:1])[C:8]([O:9][CH3:10])=[C:7]([O:11][CH3:12])[CH:6]=2)[N:18]([C:19]([O:21][C:22]([CH3:25])([CH3:24])[CH3:23])=[O:20])[CH:17]=1. (5) Given the reactants C([N:8]1[CH2:13][CH:12]([CH3:14])[O:11][CH:10]([CH3:15])[CH2:9]1)C1C=CC=CC=1.[C:16]([OH:19])(=[O:18])[CH3:17], predict the reaction product. The product is: [C:16]([OH:19])(=[O:18])[CH3:17].[CH3:15][CH:10]1[O:11][CH:12]([CH3:14])[CH2:13][NH:8][CH2:9]1. (6) Given the reactants [NH:1]1[C:9]2[C:4](=[CH:5][CH:6]=[CH:7][CH:8]=2)[C:3]([C:10]([OH:12])=[O:11])=[N:2]1.S(Cl)(Cl)=O.[CH3:17][CH2:18]O, predict the reaction product. The product is: [NH:1]1[C:9]2[C:4](=[CH:5][CH:6]=[CH:7][CH:8]=2)[C:3]([C:10]([O:12][CH2:17][CH3:18])=[O:11])=[N:2]1. (7) Given the reactants [CH3:1][C:2]1[CH:3]=[C:4]([NH:9][CH2:10][CH2:11][C:12]2[CH:17]=[CH:16][C:15]([C:18]([F:21])([F:20])[F:19])=[CH:14][CH:13]=2)[CH:5]=[CH:6][C:7]=1[CH3:8].[F:22][C:23]1[CH:28]=[CH:27][C:26]([C:29](=[O:33])[C:30](O)=[O:31])=[CH:25][CH:24]=1, predict the reaction product. The product is: [CH3:1][C:2]1[CH:3]=[C:4]([N:9]([CH2:10][CH2:11][C:12]2[CH:17]=[CH:16][C:15]([C:18]([F:20])([F:19])[F:21])=[CH:14][CH:13]=2)[C:30](=[O:31])[C:29]([C:26]2[CH:27]=[CH:28][C:23]([F:22])=[CH:24][CH:25]=2)=[O:33])[CH:5]=[CH:6][C:7]=1[CH3:8]. (8) Given the reactants [CH3:1][S:2]([C:5]1[CH:10]=[CH:9][CH:8]=[CH:7][CH:6]=1)(=[O:4])=[O:3].[O:11]1[CH2:15][CH2:14][CH2:13]C1.O1CC(=O)C1, predict the reaction product. The product is: [C:5]1([S:2]([CH:1]=[C:14]2[CH2:13][O:11][CH2:15]2)(=[O:4])=[O:3])[CH:10]=[CH:9][CH:8]=[CH:7][CH:6]=1. (9) Given the reactants [N+:1]([C:4]1[CH:18]=[CH:17][C:7]2[N:8]=[C:9]([NH:11][C:12]([CH:14]3[CH2:16][CH2:15]3)=[O:13])[S:10][C:6]=2[CH:5]=1)([O-])=O, predict the reaction product. The product is: [NH2:1][C:4]1[CH:18]=[CH:17][C:7]2[N:8]=[C:9]([NH:11][C:12]([CH:14]3[CH2:15][CH2:16]3)=[O:13])[S:10][C:6]=2[CH:5]=1. (10) Given the reactants [C:1]1([C:7]2[C:8](=[O:22])[N:9]([C:14]([C:16]3[CH:21]=[CH:20][CH:19]=[CH:18][CH:17]=3)=[O:15])[C:10](=[O:13])[NH:11][N:12]=2)[CH:6]=[CH:5][CH:4]=[CH:3][CH:2]=1.[CH2:23](N(CC)CC)[CH3:24].CN(C)[CH:32]=[O:33], predict the reaction product. The product is: [O:13]=[C:10]1[N:9]([C:14]([C:16]2[CH:17]=[CH:18][CH:19]=[CH:20][CH:21]=2)=[O:15])[C:8](=[O:22])[C:7]([C:1]2[CH:2]=[CH:3][CH:4]=[CH:5][CH:6]=2)=[N:12][N:11]1[CH2:23][CH2:24][CH:32]=[O:33].